Dataset: NCI-60 drug combinations with 297,098 pairs across 59 cell lines. Task: Regression. Given two drug SMILES strings and cell line genomic features, predict the synergy score measuring deviation from expected non-interaction effect. (1) Drug 1: C1CC(=O)NC(=O)C1N2CC3=C(C2=O)C=CC=C3N. Cell line: NCIH23. Drug 2: CS(=O)(=O)CCNCC1=CC=C(O1)C2=CC3=C(C=C2)N=CN=C3NC4=CC(=C(C=C4)OCC5=CC(=CC=C5)F)Cl. Synergy scores: CSS=7.13, Synergy_ZIP=2.52, Synergy_Bliss=5.14, Synergy_Loewe=4.93, Synergy_HSA=4.10. (2) Drug 1: CC1=C(C=C(C=C1)NC2=NC=CC(=N2)N(C)C3=CC4=NN(C(=C4C=C3)C)C)S(=O)(=O)N.Cl. Drug 2: C1=CC(=CC=C1CCC2=CNC3=C2C(=O)NC(=N3)N)C(=O)NC(CCC(=O)O)C(=O)O. Cell line: NCIH23. Synergy scores: CSS=0.824, Synergy_ZIP=-1.30, Synergy_Bliss=-0.777, Synergy_Loewe=-0.415, Synergy_HSA=-0.849. (3) Drug 1: C1=C(C(=O)NC(=O)N1)N(CCCl)CCCl. Drug 2: C1=NC2=C(N=C(N=C2N1C3C(C(C(O3)CO)O)O)F)N. Cell line: NCI-H226. Synergy scores: CSS=9.62, Synergy_ZIP=-3.97, Synergy_Bliss=3.13, Synergy_Loewe=-3.36, Synergy_HSA=0.943. (4) Drug 1: C1CN1C2=NC(=NC(=N2)N3CC3)N4CC4. Drug 2: CC1OCC2C(O1)C(C(C(O2)OC3C4COC(=O)C4C(C5=CC6=C(C=C35)OCO6)C7=CC(=C(C(=C7)OC)O)OC)O)O. Cell line: SK-MEL-5. Synergy scores: CSS=59.9, Synergy_ZIP=2.72, Synergy_Bliss=2.70, Synergy_Loewe=3.60, Synergy_HSA=8.92. (5) Drug 1: CC1=C(N=C(N=C1N)C(CC(=O)N)NCC(C(=O)N)N)C(=O)NC(C(C2=CN=CN2)OC3C(C(C(C(O3)CO)O)O)OC4C(C(C(C(O4)CO)O)OC(=O)N)O)C(=O)NC(C)C(C(C)C(=O)NC(C(C)O)C(=O)NCCC5=NC(=CS5)C6=NC(=CS6)C(=O)NCCC[S+](C)C)O. Drug 2: CCCCC(=O)OCC(=O)C1(CC(C2=C(C1)C(=C3C(=C2O)C(=O)C4=C(C3=O)C=CC=C4OC)O)OC5CC(C(C(O5)C)O)NC(=O)C(F)(F)F)O. Cell line: NCI-H522. Synergy scores: CSS=43.1, Synergy_ZIP=-8.39, Synergy_Bliss=-10.9, Synergy_Loewe=-8.88, Synergy_HSA=-6.44. (6) Drug 1: CN(CC1=CN=C2C(=N1)C(=NC(=N2)N)N)C3=CC=C(C=C3)C(=O)NC(CCC(=O)O)C(=O)O. Drug 2: C1CC(C1)(C(=O)O)C(=O)O.[NH2-].[NH2-].[Pt+2]. Cell line: K-562. Synergy scores: CSS=68.1, Synergy_ZIP=2.10, Synergy_Bliss=0.0998, Synergy_Loewe=-15.6, Synergy_HSA=-4.90. (7) Drug 1: CCN(CC)CCCC(C)NC1=C2C=C(C=CC2=NC3=C1C=CC(=C3)Cl)OC. Drug 2: CC1=C(C(=O)C2=C(C1=O)N3CC4C(C3(C2COC(=O)N)OC)N4)N. Cell line: SW-620. Synergy scores: CSS=57.2, Synergy_ZIP=-1.62, Synergy_Bliss=-3.23, Synergy_Loewe=-0.619, Synergy_HSA=0.226. (8) Drug 1: CC1=C(C(CCC1)(C)C)C=CC(=CC=CC(=CC(=O)O)C)C. Drug 2: C1CN1C2=NC(=NC(=N2)N3CC3)N4CC4. Cell line: A498. Synergy scores: CSS=30.5, Synergy_ZIP=-8.37, Synergy_Bliss=1.97, Synergy_Loewe=-10.2, Synergy_HSA=-0.480.